Predict the reactants needed to synthesize the given product. From a dataset of Full USPTO retrosynthesis dataset with 1.9M reactions from patents (1976-2016). (1) Given the product [CH:15]1([NH:18][C:12]([C:8]2[C:9]3[C:4](=[CH:3][C:2]([OH:1])=[CH:11][CH:10]=3)[CH:5]=[CH:6][CH:7]=2)=[O:14])[CH2:17][CH2:16]1, predict the reactants needed to synthesize it. The reactants are: [OH:1][C:2]1[CH:3]=[C:4]2[C:9](=[CH:10][CH:11]=1)[C:8]([C:12]([OH:14])=O)=[CH:7][CH:6]=[CH:5]2.[CH:15]1([NH2:18])[CH2:17][CH2:16]1.CCN(CC)CC. (2) Given the product [O:38]=[C:9]1[C:10]2([C:20]3[CH:21]=[CH:22][C:23]([O:25][C@H:26]4[CH2:30][CH2:29][N:28]([C:31]([O:33][C:34]([CH3:37])([CH3:36])[CH3:35])=[O:32])[CH2:27]4)=[CH:24][C:19]=3[O:18][CH2:17]2)[C:11]2[C:16](=[CH:15][CH:14]=[CH:13][CH:12]=2)[NH:8]1, predict the reactants needed to synthesize it. The reactants are: C1(C(C2C=CC=CC=2)[N:8]2[C:16]3[C:11](=[CH:12][CH:13]=[CH:14][CH:15]=3)[C:10]3([C:20]4[CH:21]=[CH:22][C:23]([O:25][C@H:26]5[CH2:30][CH2:29][N:28]([C:31]([O:33][C:34]([CH3:37])([CH3:36])[CH3:35])=[O:32])[CH2:27]5)=[CH:24][C:19]=4[O:18][CH2:17]3)[C:9]2=[O:38])C=CC=CC=1. (3) Given the product [Br:1][C:2]1[CH:18]=[CH:17][C:5]2[NH:6][C:19](=[O:22])[N:8]([CH3:7])[C:4]=2[CH:3]=1, predict the reactants needed to synthesize it. The reactants are: [Br:1][C:2]1[CH:18]=[CH:17][C:5]2[N:6](C(OC(C)(C)C)=O)[C:7](=O)[NH:8][C:4]=2[CH:3]=1.[C:19](=[O:22])([O-])[O-].[Na+].[Na+].S(OC)(OC)(=O)=O. (4) The reactants are: [Cl:1][C:2]1[C:10]([Cl:11])=[C:9]2[C:5]([CH2:6][C:7]([CH2:13][CH:14]3[CH2:18][CH2:17][CH2:16][CH2:15]3)([CH3:12])[CH2:8]2)=[CH:4][C:3]=1[O:19][C:20]([C:22]1[CH:29]=[CH:28][C:25]([C:26]#[N:27])=[CH:24][CH:23]=1)=O.[N:30]([Si](C)(C)C)=[N+:31]=[N-:32].C([Sn](=[O:46])CCCC)CCC. Given the product [Cl:1][C:2]1[C:10]([Cl:11])=[C:9]2[C:5]([CH2:6][C:7]([CH2:13][CH:14]3[CH2:15][CH2:16][CH2:17][CH2:18]3)([CH3:12])[C:8]2=[O:46])=[CH:4][C:3]=1[O:19][CH2:20][C:22]1[CH:23]=[CH:24][C:25]([C:26]2[NH:27][N:32]=[N:31][N:30]=2)=[CH:28][CH:29]=1, predict the reactants needed to synthesize it. (5) Given the product [C:23]([O:1][C:2]1[CH:3]=[CH:4][C:5](/[CH:6]=[C:7]2/[C:8](=[O:20])[NH:9][C:10]3[C:15]/2=[CH:14][C:13]([O:16][CH3:17])=[C:12]([O:18][CH3:19])[CH:11]=3)=[CH:21][CH:22]=1)(=[O:33])[CH2:24][CH2:25][CH2:26][CH2:27][CH2:28][CH2:29][CH2:30][CH2:31][CH3:32], predict the reactants needed to synthesize it. The reactants are: [OH:1][C:2]1[CH:22]=[CH:21][C:5](/[CH:6]=[C:7]2/[C:8](=[O:20])[NH:9][C:10]3[C:15]/2=[CH:14][C:13]([O:16][CH3:17])=[C:12]([O:18][CH3:19])[CH:11]=3)=[CH:4][CH:3]=1.[C:23](O)(=[O:33])[CH2:24][CH2:25][CH2:26][CH2:27][CH2:28][CH2:29][CH2:30][CH2:31][CH3:32].O. (6) The reactants are: CO[C:3](=[O:22])[C:4]1[CH:9]=[CH:8][C:7]([O:10][CH2:11][C:12]2[C:13]([CH2:18][CH2:19][CH2:20][CH3:21])=[N:14][O:15][C:16]=2[CH3:17])=[N:6][CH:5]=1.[NH2:23][CH:24]([CH3:27])[CH2:25][OH:26]. Given the product [CH2:18]([C:13]1[C:12]([CH2:11][O:10][C:7]2[CH:8]=[CH:9][C:4]([C:3]([NH:23][CH:24]([CH3:27])[CH2:25][OH:26])=[O:22])=[CH:5][N:6]=2)=[C:16]([CH3:17])[O:15][N:14]=1)[CH2:19][CH2:20][CH3:21], predict the reactants needed to synthesize it. (7) The reactants are: [NH2:1][C@:2]([O:72][CH2:73][CH:74]=[CH2:75])([C:8]([NH:10][C@@H:11]([C:36]([NH:38][CH2:39][C:40]([NH:42][C@H:43]([C:52]([NH:54][C:55](OCC1C2C(=CC=CC=2)C2C1=CC=CC=2)=O)=[O:53])[CH2:44][C:45](=[O:51])[O:46][C:47]([CH3:50])([CH3:49])[CH3:48])=[O:41])=[O:37])[CH2:12][C:13](=[O:35])[NH:14][NH:15][C:16]([C:29]1[CH:34]=[CH:33][CH:32]=[CH:31][CH:30]=1)([C:23]1[CH:28]=[CH:27][CH:26]=[CH:25][CH:24]=1)[C:17]1[CH:22]=[CH:21][CH:20]=[CH:19][CH:18]=1)=[O:9])[CH2:3][CH2:4][C:5](=[O:7])[OH:6]. Given the product [CH3:55][N:54]1[CH2:45][CH2:44][CH2:43][CH2:52]1.[NH2:1][C@:2]([O:72][CH2:73][CH:74]=[CH2:75])([C:8]([NH:10][C@@H:11]([C:36]([NH:38][CH2:39][C:40]([NH:42][C@H:43]([C:52]([NH2:54])=[O:53])[CH2:44][C:45](=[O:51])[O:46][C:47]([CH3:48])([CH3:49])[CH3:50])=[O:41])=[O:37])[CH2:12][C:13](=[O:35])[NH:14][NH:15][C:16]([C:23]1[CH:24]=[CH:25][CH:26]=[CH:27][CH:28]=1)([C:29]1[CH:34]=[CH:33][CH:32]=[CH:31][CH:30]=1)[C:17]1[CH:22]=[CH:21][CH:20]=[CH:19][CH:18]=1)=[O:9])[CH2:3][CH2:4][C:5](=[O:6])[OH:7], predict the reactants needed to synthesize it. (8) Given the product [C:1]([C:10]1[CH:28]=[CH:27][C:13]([O:14][CH:15]([CH2:21][CH2:22][CH2:23][CH2:24][CH2:25][CH3:26])[C:16]([OH:18])=[O:17])=[CH:12][CH:11]=1)(=[O:9])[CH2:2][CH2:3][CH2:4][CH2:5][CH2:6][CH2:7][CH3:8], predict the reactants needed to synthesize it. The reactants are: [C:1]([C:10]1[CH:28]=[CH:27][C:13]([O:14][CH:15]([CH2:21][CH2:22][CH2:23][CH2:24][CH2:25][CH3:26])[C:16]([O:18]CC)=[O:17])=[CH:12][CH:11]=1)(=[O:9])[CH2:2][CH2:3][CH2:4][CH2:5][CH2:6][CH2:7][CH3:8].[OH-].[Li+]. (9) Given the product [F:1][C:2]1[CH:3]=[C:4]([CH:42]=[CH:43][CH:44]=1)[CH2:5][N:6]1[CH:10]=[C:9]([C:11]2[C:19]3[C:14](=[N:15][CH:16]=[C:17]([C:20]4[CH:25]=[CH:24][C:23]([N:26]5[CH2:31][CH2:30][N:29]([CH2:48][C:49]#[N:50])[CH2:28][CH2:27]5)=[N:22][CH:21]=4)[CH:18]=3)[N:13]([S:32]([C:35]3[CH:41]=[CH:40][C:38]([CH3:39])=[CH:37][CH:36]=3)(=[O:34])=[O:33])[CH:12]=2)[CH:8]=[N:7]1, predict the reactants needed to synthesize it. The reactants are: [F:1][C:2]1[CH:3]=[C:4]([CH:42]=[CH:43][CH:44]=1)[CH2:5][N:6]1[CH:10]=[C:9]([C:11]2[C:19]3[C:14](=[N:15][CH:16]=[C:17]([C:20]4[CH:21]=[N:22][C:23]([N:26]5[CH2:31][CH2:30][NH:29][CH2:28][CH2:27]5)=[CH:24][CH:25]=4)[CH:18]=3)[N:13]([S:32]([C:35]3[CH:41]=[CH:40][C:38]([CH3:39])=[CH:37][CH:36]=3)(=[O:34])=[O:33])[CH:12]=2)[CH:8]=[N:7]1.FC1C=[C:48](C=CC=1)[CH2:49][N:50]1C=C(C2C3C(=NC=C(C4C=NC(N5CCN(C)CC5)=CC=4)C=3)NC=2)C=N1.BrCC#N.C(=O)([O-])[O-].[K+].[K+]. (10) Given the product [CH3:15][O:16][C:17]1[CH:24]=[CH:23][C:20]([CH2:21][NH:22][C:7]2[C:6]([CH:13]=[O:14])=[CH:5][C:4]3[C:9](=[CH:10][CH:11]=[C:2]([Br:1])[CH:3]=3)[N:8]=2)=[CH:19][CH:18]=1, predict the reactants needed to synthesize it. The reactants are: [Br:1][C:2]1[CH:3]=[C:4]2[C:9](=[CH:10][CH:11]=1)[N:8]=[C:7](Cl)[C:6]([CH:13]=[O:14])=[CH:5]2.[CH3:15][O:16][C:17]1[CH:24]=[CH:23][C:20]([CH2:21][NH2:22])=[CH:19][CH:18]=1.Cl.